Dataset: NCI-60 drug combinations with 297,098 pairs across 59 cell lines. Task: Regression. Given two drug SMILES strings and cell line genomic features, predict the synergy score measuring deviation from expected non-interaction effect. (1) Drug 1: CCCCCOC(=O)NC1=NC(=O)N(C=C1F)C2C(C(C(O2)C)O)O. Drug 2: CC1=C2C(C(=O)C3(C(CC4C(C3C(C(C2(C)C)(CC1OC(=O)C(C(C5=CC=CC=C5)NC(=O)OC(C)(C)C)O)O)OC(=O)C6=CC=CC=C6)(CO4)OC(=O)C)O)C)O. Cell line: HCT116. Synergy scores: CSS=-5.78, Synergy_ZIP=4.18, Synergy_Bliss=2.55, Synergy_Loewe=-0.822, Synergy_HSA=-4.13. (2) Drug 1: C1=CN(C(=O)N=C1N)C2C(C(C(O2)CO)O)O.Cl. Drug 2: C1CN(P(=O)(OC1)NCCCl)CCCl. Cell line: UO-31. Synergy scores: CSS=27.4, Synergy_ZIP=1.51, Synergy_Bliss=2.19, Synergy_Loewe=-57.9, Synergy_HSA=2.20. (3) Drug 1: CN1C(=O)N2C=NC(=C2N=N1)C(=O)N. Drug 2: C1CNP(=O)(OC1)N(CCCl)CCCl. Cell line: ACHN. Synergy scores: CSS=0.0935, Synergy_ZIP=-0.305, Synergy_Bliss=-1.20, Synergy_Loewe=-2.37, Synergy_HSA=-2.02. (4) Drug 1: C1CN1C2=NC(=NC(=N2)N3CC3)N4CC4. Drug 2: CN(C)N=NC1=C(NC=N1)C(=O)N. Cell line: SW-620. Synergy scores: CSS=28.8, Synergy_ZIP=-5.98, Synergy_Bliss=-1.62, Synergy_Loewe=-0.717, Synergy_HSA=2.00. (5) Drug 1: CN(CC1=CN=C2C(=N1)C(=NC(=N2)N)N)C3=CC=C(C=C3)C(=O)NC(CCC(=O)O)C(=O)O. Drug 2: CCC(=C(C1=CC=CC=C1)C2=CC=C(C=C2)OCCN(C)C)C3=CC=CC=C3.C(C(=O)O)C(CC(=O)O)(C(=O)O)O. Cell line: KM12. Synergy scores: CSS=48.9, Synergy_ZIP=-4.81, Synergy_Bliss=-7.68, Synergy_Loewe=-57.2, Synergy_HSA=-5.20. (6) Drug 1: CC12CCC3C(C1CCC2O)C(CC4=C3C=CC(=C4)O)CCCCCCCCCS(=O)CCCC(C(F)(F)F)(F)F. Synergy scores: CSS=-4.29, Synergy_ZIP=3.49, Synergy_Bliss=2.13, Synergy_Loewe=-2.90, Synergy_HSA=-4.28. Drug 2: C#CCC(CC1=CN=C2C(=N1)C(=NC(=N2)N)N)C3=CC=C(C=C3)C(=O)NC(CCC(=O)O)C(=O)O. Cell line: TK-10. (7) Drug 2: CC1=C(N=C(N=C1N)C(CC(=O)N)NCC(C(=O)N)N)C(=O)NC(C(C2=CN=CN2)OC3C(C(C(C(O3)CO)O)O)OC4C(C(C(C(O4)CO)O)OC(=O)N)O)C(=O)NC(C)C(C(C)C(=O)NC(C(C)O)C(=O)NCCC5=NC(=CS5)C6=NC(=CS6)C(=O)NCCC[S+](C)C)O. Synergy scores: CSS=43.8, Synergy_ZIP=-5.52, Synergy_Bliss=-0.723, Synergy_Loewe=-0.422, Synergy_HSA=0.514. Drug 1: CCC1=CC2CC(C3=C(CN(C2)C1)C4=CC=CC=C4N3)(C5=C(C=C6C(=C5)C78CCN9C7C(C=CC9)(C(C(C8N6C)(C(=O)OC)O)OC(=O)C)CC)OC)C(=O)OC.C(C(C(=O)O)O)(C(=O)O)O. Cell line: UACC62. (8) Drug 2: C1=CC(=CC=C1CC(C(=O)O)N)N(CCCl)CCCl.Cl. Drug 1: C1CCN(CC1)CCOC2=CC=C(C=C2)C(=O)C3=C(SC4=C3C=CC(=C4)O)C5=CC=C(C=C5)O. Cell line: UACC62. Synergy scores: CSS=4.13, Synergy_ZIP=-2.56, Synergy_Bliss=1.86, Synergy_Loewe=-2.17, Synergy_HSA=-1.65. (9) Drug 1: CC1=C(C=C(C=C1)NC2=NC=CC(=N2)N(C)C3=CC4=NN(C(=C4C=C3)C)C)S(=O)(=O)N.Cl. Drug 2: C(=O)(N)NO. Cell line: SW-620. Synergy scores: CSS=12.8, Synergy_ZIP=4.64, Synergy_Bliss=2.61, Synergy_Loewe=-7.46, Synergy_HSA=-7.33. (10) Drug 1: C1=CC(=CC=C1CC(C(=O)O)N)N(CCCl)CCCl.Cl. Drug 2: CC1C(C(=O)NC(C(=O)N2CCCC2C(=O)N(CC(=O)N(C(C(=O)O1)C(C)C)C)C)C(C)C)NC(=O)C3=C4C(=C(C=C3)C)OC5=C(C(=O)C(=C(C5=N4)C(=O)NC6C(OC(=O)C(N(C(=O)CN(C(=O)C7CCCN7C(=O)C(NC6=O)C(C)C)C)C)C(C)C)C)N)C. Cell line: NCI-H460. Synergy scores: CSS=23.5, Synergy_ZIP=8.17, Synergy_Bliss=13.1, Synergy_Loewe=11.5, Synergy_HSA=11.5.